Task: Predict the reactants needed to synthesize the given product.. Dataset: Full USPTO retrosynthesis dataset with 1.9M reactions from patents (1976-2016) (1) Given the product [C:15]([O:18][C:19]([NH:2][C@H:3]1[CH2:8][CH2:7][O:6][CH2:5][C@H:4]1[C:9]([O:11][CH2:12][CH3:13])=[O:10])=[O:20])([CH3:17])([CH3:16])[CH3:14], predict the reactants needed to synthesize it. The reactants are: Br.[NH2:2][C@H:3]1[CH2:8][CH2:7][O:6][CH2:5][C@H:4]1[C:9]([O:11][CH2:12][CH3:13])=[O:10].[CH3:14][C:15]([O:18][C:19](O[C:19]([O:18][C:15]([CH3:17])([CH3:16])[CH3:14])=[O:20])=[O:20])([CH3:17])[CH3:16].CCN(CC)CC. (2) Given the product [CH3:48][N:46]([CH3:47])[CH2:44][CH:43]([C:28]1[C:29]2[C:34](=[CH:33][C:32]([C:35]3[CH:36]=[CH:37][CH:38]=[CH:39][CH:40]=3)=[CH:31][C:30]=2[O:41][CH3:42])[N:26]([CH2:24][CH3:25])[CH:27]=1)[OH:49], predict the reactants needed to synthesize it. The reactants are: C(OC1C(F)=CC=C2C=1C(CCN(C)C)=CN2)C1C=CC=CC=1.[CH2:24]([N:26]1[C:34]2[C:29](=[C:30]([O:41][CH3:42])[CH:31]=[C:32]([C:35]3[CH:40]=[CH:39][CH:38]=[CH:37][CH:36]=3)[CH:33]=2)[C:28]([C:43](=[O:49])[C:44]([N:46]([CH3:48])[CH3:47])=O)=[CH:27]1)[CH3:25].